Dataset: Full USPTO retrosynthesis dataset with 1.9M reactions from patents (1976-2016). Task: Predict the reactants needed to synthesize the given product. Given the product [NH2:5][C:6]([NH2:8])=[O:7].[NH2:8][C:6]([O:3][CH2:1][CH3:2])=[O:7], predict the reactants needed to synthesize it. The reactants are: [C:1](O)(=[O:3])[CH3:2].[NH2:5][C:6]([NH2:8])=[O:7].